From a dataset of Full USPTO retrosynthesis dataset with 1.9M reactions from patents (1976-2016). Predict the reactants needed to synthesize the given product. (1) Given the product [C:1]([O:5][C:6]([NH:8][C:9]1[CH:17]=[CH:16][CH:15]=[C:14]2[C:10]=1[CH:11]=[N:12][N:13]2[C:18]([C:23]1[CH:28]=[CH:27][C:26]([Cl:29])=[CH:25][CH:24]=1)([CH2:30][CH3:31])[C:19]([O:21][CH3:22])=[O:20])=[O:7])([CH3:4])([CH3:2])[CH3:3], predict the reactants needed to synthesize it. The reactants are: [C:1]([O:5][C:6]([NH:8][C:9]1[CH:17]=[CH:16][CH:15]=[C:14]2[C:10]=1[CH:11]=[N:12][N:13]2[CH:18]([C:23]1[CH:28]=[CH:27][C:26]([Cl:29])=[CH:25][CH:24]=1)[C:19]([O:21][CH3:22])=[O:20])=[O:7])([CH3:4])([CH3:3])[CH3:2].[CH2:30](I)[CH3:31].[H-].[Na+]. (2) Given the product [F:1][C@H:2]1[C@@H:7]([O:8][C:9]2[CH:16]=[CH:15][C:14]([C:17]3[N:22]=[C:21]([NH:23][C:24]4[CH:29]=[CH:28][C:27]([N:30]5[CH2:31][CH2:32][N:33]([CH:36]6[CH2:39][O:38][CH2:37]6)[CH2:34][CH2:35]5)=[CH:26][CH:25]=4)[N:20]=[CH:19][N:18]=3)=[CH:13][C:10]=2[C:11]#[N:12])[CH2:6][CH2:5][N:4]([C:80]([C@@H:75]2[C@H:74]([CH3:73])[O:78][C:77](=[O:79])[NH:76]2)=[O:81])[CH2:3]1, predict the reactants needed to synthesize it. The reactants are: [F:1][C@H:2]1[C@@H:7]([O:8][C:9]2[CH:16]=[CH:15][C:14]([C:17]3[N:22]=[C:21]([NH:23][C:24]4[CH:29]=[CH:28][C:27]([N:30]5[CH2:35][CH2:34][N:33]([CH:36]6[CH2:39][O:38][CH2:37]6)[CH2:32][CH2:31]5)=[CH:26][CH:25]=4)[N:20]=[CH:19][N:18]=3)=[CH:13][C:10]=2[C:11]#[N:12])[CH2:6][CH2:5][NH:4][CH2:3]1.CN(C(ON1N=NC2C=CC=NC1=2)=[N+](C)C)C.F[P-](F)(F)(F)(F)F.CCN(C(C)C)C(C)C.[CH3:73][C@@H:74]1[O:78][C:77](=[O:79])[NH:76][C@@H:75]1[C:80](O)=[O:81]. (3) Given the product [C:1]([O:5][C:6]([N:8]1[CH2:13][CH2:12][N:11]([C:14]2[CH:19]=[CH:18][C:17]([C:20]3[CH:21]=[C:22]4[C:28]([C:50]5[C:49]([CH3:62])=[N:48][N:47]([CH2:46][C:45]6[CH:63]=[CH:64][CH:65]=[C:43]([F:42])[CH:44]=6)[C:51]=5[CH3:52])=[CH:27][N:26]([C:30]([O:32][C:33]([CH3:36])([CH3:35])[CH3:34])=[O:31])[C:23]4=[N:24][CH:25]=3)=[CH:16][C:15]=2[NH:37][S:38]([CH3:41])(=[O:40])=[O:39])[CH2:10][CH2:9]1)=[O:7])([CH3:4])([CH3:3])[CH3:2], predict the reactants needed to synthesize it. The reactants are: [C:1]([O:5][C:6]([N:8]1[CH2:13][CH2:12][N:11]([C:14]2[CH:19]=[CH:18][C:17]([C:20]3[CH:21]=[C:22]4[C:28](I)=[CH:27][N:26]([C:30]([O:32][C:33]([CH3:36])([CH3:35])[CH3:34])=[O:31])[C:23]4=[N:24][CH:25]=3)=[CH:16][C:15]=2[NH:37][S:38]([CH3:41])(=[O:40])=[O:39])[CH2:10][CH2:9]1)=[O:7])([CH3:4])([CH3:3])[CH3:2].[F:42][C:43]1[CH:44]=[C:45]([CH:63]=[CH:64][CH:65]=1)[CH2:46][N:47]1[C:51]([CH3:52])=[C:50](B2OC(C)(C)C(C)(C)O2)[C:49]([CH3:62])=[N:48]1.C(=O)([O-])[O-].[Na+].[Na+]. (4) Given the product [Br:9][C:10]1[C:25]([F:26])=[CH:24][C:13]2[O:14][C:15]3[CH:22]=[C:21]([F:23])[CH:20]=[CH:19][C:16]=3[C@H:17]3[C@H:2]([C:1]([OH:7])=[O:8])[CH2:3][CH2:4][C:5](=[O:6])[N:18]3[C:12]=2[CH:11]=1, predict the reactants needed to synthesize it. The reactants are: [C:1]1(=[O:8])[O:7][C:5](=[O:6])[CH2:4][CH2:3][CH2:2]1.[Br:9][C:10]1[C:25]([F:26])=[CH:24][C:13]2[O:14][C:15]3[CH:22]=[C:21]([F:23])[CH:20]=[CH:19][C:16]=3[CH:17]=[N:18][C:12]=2[CH:11]=1.C(OCC)C.